From a dataset of Forward reaction prediction with 1.9M reactions from USPTO patents (1976-2016). Predict the product of the given reaction. (1) Given the reactants C(OC(=O)[NH:7][C:8]1[CH:13]=[CH:12][CH:11]=[C:10]([CH2:14][F:15])[N:9]=1)(C)(C)C.[OH-].[Na+], predict the reaction product. The product is: [F:15][CH2:14][C:10]1[N:9]=[C:8]([NH2:7])[CH:13]=[CH:12][CH:11]=1. (2) Given the reactants Cl.[NH2:2][C:3]1[C:8]([CH:9]=[N:10]O)=[CH:7][CH:6]=[C:5]([Cl:12])[N:4]=1.N1C=CC=CC=1.FC(F)(F)C(OC(=O)C(F)(F)F)=O, predict the reaction product. The product is: [NH2:2][C:3]1[C:8]([C:9]#[N:10])=[CH:7][CH:6]=[C:5]([Cl:12])[N:4]=1. (3) Given the reactants C(O[C:6]([NH:8][C@@H:9]([CH2:25][C:26]1[CH:31]=[CH:30][CH:29]=[CH:28][CH:27]=1)[C@H:10]([OH:24])[CH2:11][NH:12][CH2:13][C:14]1[CH:15]=[C:16]([CH:21]=[CH:22][CH:23]=1)[C:17]([O:19][CH3:20])=[O:18])=[O:7])(C)(C)C.C(O)(C(F)(F)F)=O.[CH3:39][N:40]([C:45]1[CH:46]=[C:47]([CH:51]=[C:52]([C:54](=[O:64])[NH:55][C@@H:56](C2C=CC=CC=2)[CH3:57])[CH:53]=1)C(O)=O)[S:41]([CH3:44])(=[O:43])=[O:42].C(Cl)CCl.[CH:69]1[CH:70]=[CH:71][C:72]2N(O)N=N[C:73]=2[CH:74]=1, predict the reaction product. The product is: [OH:24][C@@H:10]([C@@H:9]([NH:8][C:6](=[O:7])[C:47]1[CH:51]=[C:52]([C:54](=[O:64])[NH:55][C@@H:56]([C:69]2[CH:70]=[CH:71][CH:72]=[CH:73][CH:74]=2)[CH3:57])[CH:53]=[C:45]([N:40]([CH3:39])[S:41]([CH3:44])(=[O:43])=[O:42])[CH:46]=1)[CH2:25][C:26]1[CH:31]=[CH:30][CH:29]=[CH:28][CH:27]=1)[CH2:11][NH:12][CH2:13][C:14]1[CH:15]=[C:16]([CH:21]=[CH:22][CH:23]=1)[C:17]([O:19][CH3:20])=[O:18]. (4) Given the reactants [Cl:1][C:2]1[N:11]=[CH:10][C:9]([CH:12](Br)Br)=[CH:8][C:3]=1[C:4]([O:6][CH3:7])=[O:5].[OH2:15], predict the reaction product. The product is: [Cl:1][C:2]1[N:11]=[CH:10][C:9]([CH:12]=[O:15])=[CH:8][C:3]=1[C:4]([O:6][CH3:7])=[O:5].